Dataset: Forward reaction prediction with 1.9M reactions from USPTO patents (1976-2016). Task: Predict the product of the given reaction. (1) Given the reactants [CH3:1][C:2]([CH3:40])([O:4][C:5]([N:7]([C:33]([O:35][C:36]([CH3:39])([CH3:38])[CH3:37])=[O:34])[C:8]1[C:13]([C:14]2[N:18]([C:19]3[CH:24]=[CH:23][CH:22]=[C:21]([F:25])[C:20]=3[F:26])[N:17]=[N:16][N:15]=2)=[CH:12][C:11]([C:27]#[C:28][Si](C)(C)C)=[CH:10][N:9]=1)=[O:6])[CH3:3].O.[F-].C([N+](CCCC)(CCCC)CCCC)CCC, predict the reaction product. The product is: [CH3:38][C:36]([CH3:39])([O:35][C:33]([N:7]([C:5]([O:4][C:2]([CH3:40])([CH3:3])[CH3:1])=[O:6])[C:8]1[C:13]([C:14]2[N:18]([C:19]3[CH:24]=[CH:23][CH:22]=[C:21]([F:25])[C:20]=3[F:26])[N:17]=[N:16][N:15]=2)=[CH:12][C:11]([C:27]#[CH:28])=[CH:10][N:9]=1)=[O:34])[CH3:37]. (2) The product is: [I:1][C:2]1[C:10]2[C:5](=[CH:6][C:7]([CH3:11])=[CH:8][CH:9]=2)[N:4]([CH2:14][CH2:15][CH2:16][N:17]([CH3:19])[CH3:18])[N:3]=1. Given the reactants [I:1][C:2]1[C:10]2[C:5](=[CH:6][C:7]([CH3:11])=[CH:8][CH:9]=2)[NH:4][N:3]=1.Cl.Cl[CH2:14][CH2:15][CH2:16][N:17]([CH3:19])[CH3:18].C(=O)([O-])[O-].[K+].[K+].CN(C=O)C, predict the reaction product.